This data is from Full USPTO retrosynthesis dataset with 1.9M reactions from patents (1976-2016). The task is: Predict the reactants needed to synthesize the given product. (1) Given the product [C:1]([C:5]1[CH:10]=[CH:9][C:8]([NH:11][C:12]([NH:14][C@@H:15]([CH3:24])[CH2:16][CH2:17][OH:18])=[O:13])=[CH:7][CH:6]=1)([CH3:4])([CH3:2])[CH3:3], predict the reactants needed to synthesize it. The reactants are: [C:1]([C:5]1[CH:10]=[CH:9][C:8]([NH:11][C:12]([NH:14][C@@H:15]([CH3:24])[CH2:16][C:17](OC(C)(C)C)=[O:18])=[O:13])=[CH:7][CH:6]=1)([CH3:4])([CH3:3])[CH3:2].[Li+].[BH4-]. (2) Given the product [CH3:1][C:2]1[CH:7]=[C:6]([CH3:8])[CH:5]=[CH:4][C:3]=1[C:9]1[C:10](=[O:18])[N:11]([CH3:17])[C:12]([NH:22][CH2:19][CH2:20][CH3:21])=[N:13][CH:14]=1, predict the reactants needed to synthesize it. The reactants are: [CH3:1][C:2]1[CH:7]=[C:6]([CH3:8])[CH:5]=[CH:4][C:3]=1[C:9]1[C:10](=[O:18])[N:11]([CH3:17])[C:12](SC)=[N:13][CH:14]=1.[CH2:19]([NH2:22])[CH2:20][CH3:21]. (3) Given the product [C:1]([CH:3]1[CH2:4][N:5]([C:7](=[O:43])[C@H:8]([NH:10][C:11]([C:13]2[C:21]3[C:16](=[N:17][CH:18]=[C:19]([C:22]4[C:30]5[C:25](=[CH:26][C:27]([Cl:31])=[CH:28][CH:29]=5)[N:24]([CH2:32][CH2:33][CH3:34])[N:23]=4)[N:20]=3)[NH:15][CH:14]=2)=[O:12])[CH3:9])[CH2:6]1)#[N:2], predict the reactants needed to synthesize it. The reactants are: [C:1]([CH:3]1[CH2:6][N:5]([C:7](=[O:43])[C@H:8]([NH:10][C:11]([C:13]2[C:21]3[C:16](=[N:17][CH:18]=[C:19]([C:22]4[C:30]5[C:25](=[CH:26][C:27]([Cl:31])=[CH:28][CH:29]=5)[N:24]([CH2:32][CH2:33][CH3:34])[N:23]=4)[N:20]=3)[N:15](COCC[Si](C)(C)C)[CH:14]=2)=[O:12])[CH3:9])[CH2:4]1)#[N:2].C(O)(C(F)(F)F)=O. (4) Given the product [Cl:1][C:2]1[C:3]([C:9]2[CH:14]=[CH:13][CH:12]=[CH:11][CH:10]=2)=[CH:4][C:5]2[N:6]([CH:16]=[CH:17][N:8]=2)[N:7]=1, predict the reactants needed to synthesize it. The reactants are: [Cl:1][C:2]1[N:7]=[N:6][C:5]([NH2:8])=[CH:4][C:3]=1[C:9]1[CH:14]=[CH:13][CH:12]=[CH:11][CH:10]=1.Cl[C:16]1N=NC(N)=C(C2C=CC=CC=2)[CH:17]=1.C(OC(OCC)CCl)C.